This data is from Peptide-MHC class I binding affinity with 185,985 pairs from IEDB/IMGT. The task is: Regression. Given a peptide amino acid sequence and an MHC pseudo amino acid sequence, predict their binding affinity value. This is MHC class I binding data. The peptide sequence is WVWDTWPLA. The MHC is HLA-A80:01 with pseudo-sequence HLA-A80:01. The binding affinity (normalized) is 0.0847.